From a dataset of Catalyst prediction with 721,799 reactions and 888 catalyst types from USPTO. Predict which catalyst facilitates the given reaction. Reactant: [F:1][C:2]1[CH:3]=[C:4]([C@H:13]([NH:17][C:18]([C:20]2[CH:25]=[C:24]([O:26][CH3:27])[N:23]=[C:22]([N:28]3[CH2:32][CH2:31][CH2:30][CH2:29]3)[N:21]=2)=[O:19])[CH2:14][O:15][CH3:16])[CH:5]=[CH:6][C:7]=1[O:8][C:9]([F:12])([F:11])[F:10].[Cl:33]N1C(=O)CCC1=O. Product: [Cl:33][C:25]1[C:20]([C:18]([NH:17][C@@H:13]([C:4]2[CH:5]=[CH:6][C:7]([O:8][C:9]([F:11])([F:10])[F:12])=[C:2]([F:1])[CH:3]=2)[CH2:14][O:15][CH3:16])=[O:19])=[N:21][C:22]([N:28]2[CH2:32][CH2:31][CH2:30][CH2:29]2)=[N:23][C:24]=1[O:26][CH3:27]. The catalyst class is: 10.